This data is from Forward reaction prediction with 1.9M reactions from USPTO patents (1976-2016). The task is: Predict the product of the given reaction. Given the reactants [Cl:1][C:2]1[CH:3]=[C:4]([C@@H:9]2[C@@H:13]([NH:14][CH3:15])[CH2:12][N:11]([C:16]([CH:18]3[CH2:23][CH2:22][N:21]([C:24]([C:26]4([CH3:29])[CH2:28][CH2:27]4)=[O:25])[CH2:20][CH2:19]3)=[O:17])[CH2:10]2)[CH:5]=[CH:6][C:7]=1[Cl:8].Cl[C:31]([O:33][C:34]1[CH:39]=[CH:38][CH:37]=[CH:36][CH:35]=1)=[O:32], predict the reaction product. The product is: [C:34]1([O:33][C:31](=[O:32])[N:14]([C@@H:13]2[C@@H:9]([C:4]3[CH:5]=[CH:6][C:7]([Cl:8])=[C:2]([Cl:1])[CH:3]=3)[CH2:10][N:11]([C:16]([CH:18]3[CH2:19][CH2:20][N:21]([C:24]([C:26]4([CH3:29])[CH2:28][CH2:27]4)=[O:25])[CH2:22][CH2:23]3)=[O:17])[CH2:12]2)[CH3:15])[CH:39]=[CH:38][CH:37]=[CH:36][CH:35]=1.